Dataset: Full USPTO retrosynthesis dataset with 1.9M reactions from patents (1976-2016). Task: Predict the reactants needed to synthesize the given product. (1) Given the product [CH3:1][C:2]1[CH:6]=[C:5]([CH2:7][NH:8][C:9]2[N:14]=[C:13]([NH:15][C:16]3[NH:20][N:19]=[C:18]([O:21][CH2:22][C:23]4[CH:24]=[C:25]([C:26]([N:56]5[CH2:61][CH2:60][O:59][CH2:58][CH2:57]5)=[O:27])[CH:29]=[CH:30][CH:31]=4)[CH:17]=3)[CH:12]=[CH:11][N:10]=2)[O:4][N:3]=1, predict the reactants needed to synthesize it. The reactants are: [CH3:1][C:2]1[CH:6]=[C:5]([CH2:7][NH:8][C:9]2[N:14]=[C:13]([NH:15][C:16]3[NH:20][N:19]=[C:18]([O:21][CH2:22][C:23]4[CH:24]=[C:25]([CH:29]=[CH:30][CH:31]=4)[C:26](O)=[O:27])[CH:17]=3)[CH:12]=[CH:11][N:10]=2)[O:4][N:3]=1.CN(C(ON1N=NC2C=CC=NC1=2)=[N+](C)C)C.F[P-](F)(F)(F)(F)F.[NH:56]1[CH2:61][CH2:60][O:59][CH2:58][CH2:57]1. (2) The reactants are: [Cl:1][C:2]1[CH:3]=[C:4]([C:18]([OH:20])=O)[C:5]2[C:10]([CH3:11])=[N:9][N:8]([CH:12]3[CH2:17][CH2:16][CH2:15][CH2:14][O:13]3)[C:6]=2[N:7]=1.[C:21]([O:25][C:26]([N:28]1[CH2:33][CH2:32][NH:31][C:30]([CH3:40])([C:34]2[CH:39]=[CH:38][CH:37]=[CH:36][CH:35]=2)[CH2:29]1)=[O:27])([CH3:24])([CH3:23])[CH3:22].CCN(C(C)C)C(C)C.O. Given the product [C:21]([O:25][C:26]([N:28]1[CH2:33][CH2:32][N:31]([C:18]([C:4]2[C:5]3[C:10]([CH3:11])=[N:9][N:8]([CH:12]4[CH2:17][CH2:16][CH2:15][CH2:14][O:13]4)[C:6]=3[N:7]=[C:2]([Cl:1])[CH:3]=2)=[O:20])[C:30]([CH3:40])([C:34]2[CH:39]=[CH:38][CH:37]=[CH:36][CH:35]=2)[CH2:29]1)=[O:27])([CH3:24])([CH3:22])[CH3:23], predict the reactants needed to synthesize it. (3) Given the product [CH2:1]([O:3][C:4]1[CH:5]=[C:6]([O:59][CH:60]([CH3:62])[CH3:61])[C:7]([F:58])=[C:8]([CH:10]([NH:45][C:46]2[CH:51]=[CH:50][C:49]([C:52]3[N:56]=[C:55]([CH3:57])[O:54][N:53]=3)=[CH:48][CH:47]=2)[C:11]2[N:12]([C:26]([C:33]3[CH:34]=[CH:35][CH:36]=[CH:37][CH:38]=3)([C:27]3[CH:32]=[CH:31][CH:30]=[CH:29][CH:28]=3)[C:39]3[CH:40]=[CH:41][CH:42]=[CH:43][CH:44]=3)[CH:13]=[C:14]([C:16]3[CH:21]=[CH:20][CH:19]=[CH:18][C:17]=3[C:22](=[O:25])[CH2:23][CH3:24])[N:15]=2)[CH:9]=1)[CH3:2], predict the reactants needed to synthesize it. The reactants are: [CH2:1]([O:3][C:4]1[CH:5]=[C:6]([O:59][CH:60]([CH3:62])[CH3:61])[C:7]([F:58])=[C:8]([CH:10]([NH:45][C:46]2[CH:51]=[CH:50][C:49]([C:52]3[N:56]=[C:55]([CH3:57])[O:54][N:53]=3)=[CH:48][CH:47]=2)[C:11]2[N:12]([C:26]([C:39]3[CH:44]=[CH:43][CH:42]=[CH:41][CH:40]=3)([C:33]3[CH:38]=[CH:37][CH:36]=[CH:35][CH:34]=3)[C:27]3[CH:32]=[CH:31][CH:30]=[CH:29][CH:28]=3)[CH:13]=[C:14]([C:16]3[CH:21]=[CH:20][CH:19]=[CH:18][C:17]=3[CH:22]([OH:25])[CH2:23][CH3:24])[N:15]=2)[CH:9]=1)[CH3:2].CC(OI1(OC(C)=O)(OC(C)=O)OC(=O)C2C=CC=CC1=2)=O.CCOC(C)=O.[OH-].[Na+]. (4) Given the product [I:1][CH2:2][C:3]1[N:4]=[C:33]([C:32]2[CH:35]=[CH:36][C:37]([O:38][CH3:39])=[C:30]([O:29][CH3:28])[CH:31]=2)[O:34][C:7]=1[CH3:8], predict the reactants needed to synthesize it. The reactants are: [I:1][CH2:2][C:3]1[N:4]=C(C2C=CC(C)=CC=2)O[C:7]=1[C:8]1C=CC=CC=1.C/C(/C(C)=O)=N\O.[CH3:28][O:29][C:30]1[CH:31]=[C:32]([CH:35]=[CH:36][C:37]=1[O:38][CH3:39])[CH:33]=[O:34]. (5) Given the product [NH2:9][CH2:8][CH2:7][C:4]1[CH:5]=[CH:6][C:1]([CH2:10][CH2:11][NH2:12])=[CH:2][CH:3]=1.[NH2:9][CH2:8][CH2:7][CH:4]1[CH2:5][CH2:6][CH:1]([CH2:10][CH2:11][NH2:12])[CH2:2][CH2:3]1, predict the reactants needed to synthesize it. The reactants are: [C:1]1([CH2:10][C:11]#[N:12])[CH:6]=[CH:5][C:4]([CH2:7][C:8]#[N:9])=[CH:3][CH:2]=1.[H][H]. (6) Given the product [Cl:1][C:2]1[CH:9]=[CH:8][C:5]([CH:6]([OH:7])[CH3:11])=[CH:4][C:3]=1[F:10], predict the reactants needed to synthesize it. The reactants are: [Cl:1][C:2]1[CH:9]=[CH:8][C:5]([CH:6]=[O:7])=[CH:4][C:3]=1[F:10].[CH3:11]COCC.C[Mg+].[Br-].